This data is from Catalyst prediction with 721,799 reactions and 888 catalyst types from USPTO. The task is: Predict which catalyst facilitates the given reaction. (1) Reactant: [CH:1]1[C:10]2[C:5](=[CH:6][CH:7]=[CH:8][CH:9]=2)[CH:4]=[C:3]([NH:11][C:12](=[O:28])[C:13]2[CH:18]=[CH:17][CH:16]=[CH:15][C:14]=2[N:19]([C:21]2[CH:26]=[CH:25][N:24]=[C:23](Br)[CH:22]=2)[CH3:20])[N:2]=1.C(N(CC)CC)C.[CH3:36][OH:37].CN(C)[CH:40]=[O:41]. Product: [CH:1]1[C:10]2[C:5](=[CH:6][CH:7]=[CH:8][CH:9]=2)[CH:4]=[C:3]([NH:11][C:12](=[O:28])[C:13]2[CH:18]=[CH:17][CH:16]=[CH:15][C:14]=2[N:19]([C:21]2[CH:26]=[CH:25][N:24]=[C:23]([C:36]([O:41][CH3:40])=[O:37])[CH:22]=2)[CH3:20])[N:2]=1. The catalyst class is: 167. (2) Reactant: [C:1]([O:5][C:6](=[O:17])[CH2:7][O:8][C:9]1[CH:14]=[CH:13][CH:12]=[C:11]([CH2:15][NH2:16])[CH:10]=1)([CH3:4])([CH3:3])[CH3:2].Cl.[N:19]1[CH:24]=[CH:23][CH:22]=[C:21]([S:25](Cl)(=[O:27])=[O:26])[CH:20]=1.CCN(CC)CC. Product: [C:1]([O:5][C:6](=[O:17])[CH2:7][O:8][C:9]1[CH:14]=[CH:13][CH:12]=[C:11]([CH2:15][NH:16][S:25]([C:21]2[CH:20]=[N:19][CH:24]=[CH:23][CH:22]=2)(=[O:27])=[O:26])[CH:10]=1)([CH3:4])([CH3:2])[CH3:3]. The catalyst class is: 2. (3) Reactant: [CH2:1]1[CH:10]2[C:5]([CH2:6][CH2:7][CH2:8][CH2:9]2)=[CH:4][CH2:3][O:2]1.C1C=C(Cl)C=C(C(OO)=[O:19])C=1. Product: [O:19]1[C:5]23[CH:10]([CH2:9][CH2:8][CH2:7][CH2:6]2)[CH2:1][O:2][CH2:3][CH:4]13. The catalyst class is: 2. (4) Reactant: [OH:1][C:2]1[CH:7]=[C:6]([CH3:8])O[C:4](=[O:9])[CH:3]=1.[CH3:10][O:11][C:12]1[CH:13]=[C:14]([CH:17]=[CH:18][CH:19]=1)[CH2:15][NH2:16]. Product: [CH3:10][O:11][C:12]1[CH:13]=[C:14]([CH:17]=[CH:18][CH:19]=1)[CH2:15][N:16]1[C:6]([CH3:8])=[CH:7][C:2]([OH:1])=[CH:3][C:4]1=[O:9]. The catalyst class is: 6.